Dataset: Full USPTO retrosynthesis dataset with 1.9M reactions from patents (1976-2016). Task: Predict the reactants needed to synthesize the given product. (1) Given the product [CH2:30]([O:29][C:27](=[O:28])[CH:32]=[CH:25][CH2:24][C:22]1[N:23]=[C:19]([NH:18][C:16]([NH:15][C:9]2[CH:10]=[CH:11][C:12]([CH3:14])=[CH:13][C:8]=2[C:6]([CH:1]2[CH2:5][CH2:4][CH2:3][CH2:2]2)=[O:7])=[O:17])[S:20][CH:21]=1)[CH3:31], predict the reactants needed to synthesize it. The reactants are: [CH:1]1([C:6]([C:8]2[CH:13]=[C:12]([CH3:14])[CH:11]=[CH:10][C:9]=2[NH:15][C:16]([NH:18][C:19]2[S:20][CH:21]=[C:22]([CH2:24][CH:25]=O)[N:23]=2)=[O:17])=[O:7])[CH2:5][CH2:4][CH2:3][CH2:2]1.[C:27]([CH:32]=P(C1C=CC=CC=1)(C1C=CC=CC=1)C1C=CC=CC=1)([O:29][CH2:30][CH3:31])=[O:28]. (2) Given the product [F:27][C:23]1[CH:22]=[C:21]([CH:26]=[CH:25][CH:24]=1)[CH2:20][O:19][C:16]1[CH:17]=[CH:18][C:11]2[CH2:10][CH2:9][N:8]([C:6](=[O:7])[CH2:5][C:4]([NH2:42])=[O:3])[CH2:14][CH2:13][C:12]=2[CH:15]=1, predict the reactants needed to synthesize it. The reactants are: C([O:3][C:4](=O)[CH2:5][C:6]([N:8]1[CH2:14][CH2:13][C:12]2[CH:15]=[C:16]([O:19][CH2:20][C:21]3[CH:26]=[CH:25][CH:24]=[C:23]([F:27])[CH:22]=3)[CH:17]=[CH:18][C:11]=2[CH2:10][CH2:9]1)=[O:7])C.Cl.FC1C=C(C=CC=1)COC1C=CC2CC[NH:42]CCC=2C=1.C(C(C(Cl)=O)C(Cl)=O)C. (3) Given the product [CH3:24][N:25]([CH3:30])[CH2:26][CH2:27][N:28]([CH3:29])[C:2]1[C:15]2[C:14](=[O:16])[C:13]3[C:8](=[C:9]([NH:17][CH2:18][CH2:19][N:20]([CH3:22])[CH3:21])[CH:10]=[CH:11][CH:12]=3)[C:7](=[O:23])[C:6]=2[CH:5]=[CH:4][CH:3]=1, predict the reactants needed to synthesize it. The reactants are: Cl[C:2]1[C:15]2[C:14](=[O:16])[C:13]3[C:8](=[C:9]([NH:17][CH2:18][CH2:19][N:20]([CH3:22])[CH3:21])[CH:10]=[CH:11][CH:12]=3)[C:7](=[O:23])[C:6]=2[CH:5]=[CH:4][CH:3]=1.[CH3:24][N:25]([CH3:30])[CH2:26][CH2:27][NH:28][CH3:29]. (4) Given the product [CH3:2][C@H:1]1[C@H:4]([NH:19][C:20](=[O:26])[O:21][C:22]([CH3:25])([CH3:24])[CH3:23])[CH2:5][CH2:6][CH2:7][NH:8]1, predict the reactants needed to synthesize it. The reactants are: [C:1]([C@@H:4]([NH:19][C:20](=[O:26])[O:21][C:22]([CH3:25])([CH3:24])[CH3:23])[CH2:5][CH2:6][CH2:7][NH:8]C(OCC1C=CC=CC=1)=O)(=O)[CH3:2]. (5) The reactants are: O1CCO[CH:2]1[CH2:6][CH2:7][C:8]1[CH:13]=[N:12][C:11]2[N:14]([S:17]([C:20]3[CH:26]=[CH:25][C:23]([CH3:24])=[CH:22][CH:21]=3)(=[O:19])=[O:18])[CH:15]=[CH:16][C:10]=2[C:9]=1[NH:27][CH:28]1[CH2:33][CH2:32][CH2:31][CH2:30][CH2:29]1.Cl.[BH4-].[Na+]. Given the product [CH:28]1([N:27]2[C:9]3[C:8](=[CH:13][N:12]=[C:11]4[N:14]([S:17]([C:20]5[CH:21]=[CH:22][C:23]([CH3:24])=[CH:25][CH:26]=5)(=[O:19])=[O:18])[CH:15]=[CH:16][C:10]4=3)[CH2:7][CH2:6][CH2:2]2)[CH2:33][CH2:32][CH2:31][CH2:30][CH2:29]1, predict the reactants needed to synthesize it. (6) Given the product [C:45]1(=[C:37]([C:38]2[CH:43]=[CH:42][C:41]([OH:44])=[CH:40][CH:39]=2)[C:34]2[CH:33]=[CH:32][C:31](/[CH:53]=[CH:52]/[P:54](=[O:61])([O:58][CH2:59][CH3:60])[O:55][CH2:56][CH3:57])=[CH:36][CH:35]=2)[CH2:46][CH2:47][CH2:48][CH2:49][CH2:50][CH2:51]1, predict the reactants needed to synthesize it. The reactants are: OC1C=CC(C(=C2CCOCC2)C2C=CC(/C=C/C(OC(C)(C)C)=O)=CC=2)=CC=1.Br[C:31]1[CH:36]=[CH:35][C:34]([C:37](=[C:45]2[CH2:51][CH2:50][CH2:49][CH2:48][CH2:47][CH2:46]2)[C:38]2[CH:43]=[CH:42][C:41]([OH:44])=[CH:40][CH:39]=2)=[CH:33][CH:32]=1.[CH:52]([P:54](=[O:61])([O:58][CH2:59][CH3:60])[O:55][CH2:56][CH3:57])=[CH2:53].CC1C=CC=CC=1P(C1C=CC=CC=1C)C1C=CC=CC=1C.CCN(CC)CC. (7) Given the product [CH3:19][O:20][C:21]1[CH:22]=[C:32]2[C:29]([CH:28]=[CH:27][CH:26]=[C:25]2[C:24](=[O:33])[C:23]([OH:34])=[O:3])=[CH:30][CH:31]=1, predict the reactants needed to synthesize it. The reactants are: C1OCCOCCOCCOCCOCC[O:3]C1.[CH3:19][O:20][C:21]1[CH:31]=[CH:30][C:29]2[C:32]3[C:22]=1[C:23](=[O:34])[C:24](=[O:33])[C:25]=3[CH:26]=[CH:27][CH:28]=2.O.Cl.